From a dataset of Forward reaction prediction with 1.9M reactions from USPTO patents (1976-2016). Predict the product of the given reaction. (1) Given the reactants [ClH:1].[CH2:2]([N:4]([CH2:21][CH3:22])[CH2:5][CH2:6][NH:7][C:8](C1C=CC2C(=CC=C(I)C=2)C=1)=[O:9])[CH3:3].C(N(CC)CCNC([N:31]1[CH:40]=[CH:39][C:38]2[C:33](=[CH:34][CH:35]=[CH:36][C:37]=2[I:41])[CH2:32]1)=O)C.[K+].[Br-], predict the reaction product. The product is: [ClH:1].[ClH:1].[CH2:2]([N:4]([CH2:21][CH3:22])[CH2:5][CH2:6][NH:7][C:8]([C:40]1[N:31]=[CH:32][C:33]2[C:38]([CH:39]=1)=[C:37]([I:41])[CH:36]=[CH:35][CH:34]=2)=[O:9])[CH3:3]. (2) Given the reactants [CH:1]1([O:6][C:7](=[O:41])[C@@H:8]([NH2:40])[CH2:9][CH2:10][O:11][C:12]2[CH:21]=[C:20]3[C:15]([C:16]([O:22][C:23]4[CH:28]=[CH:27][C:26]([NH:29][C:30](=[O:37])[C:31]5[CH:36]=[CH:35][CH:34]=[CH:33][CH:32]=5)=[CH:25][CH:24]=4)=[CH:17][CH:18]=[N:19]3)=[CH:14][C:13]=2[O:38][CH3:39])[CH2:5][CH2:4][CH2:3][CH2:2]1.[CH:42](=O)[CH:43]([CH3:45])[CH3:44].C([BH3-])#N.[Na+], predict the reaction product. The product is: [CH:1]1([O:6][C:7](=[O:41])[C@@H:8]([NH:40][CH2:42][CH:43]([CH3:45])[CH3:44])[CH2:9][CH2:10][O:11][C:12]2[CH:21]=[C:20]3[C:15]([C:16]([O:22][C:23]4[CH:28]=[CH:27][C:26]([NH:29][C:30](=[O:37])[C:31]5[CH:32]=[CH:33][CH:34]=[CH:35][CH:36]=5)=[CH:25][CH:24]=4)=[CH:17][CH:18]=[N:19]3)=[CH:14][C:13]=2[O:38][CH3:39])[CH2:5][CH2:4][CH2:3][CH2:2]1. (3) Given the reactants [CH3:1][O:2][C:3]1[C:4]2[CH2:12][NH:11][CH2:10][CH2:9][C:5]=2[N:6]=[CH:7][N:8]=1.Br[C:14]1[CH:21]=[CH:20][C:19]([CH3:22])=[CH:18][C:15]=1[C:16]#[N:17].CC1(C)C2C(=C(P(C3C=CC=CC=3)C3C=CC=CC=3)C=CC=2)OC2C(P(C3C=CC=CC=3)C3C=CC=CC=3)=CC=CC1=2.CC(C)([O-])C.[Na+], predict the reaction product. The product is: [CH3:1][O:2][C:3]1[C:4]2[CH2:12][N:11]([C:14]3[CH:21]=[CH:20][C:19]([CH3:22])=[CH:18][C:15]=3[C:16]#[N:17])[CH2:10][CH2:9][C:5]=2[N:6]=[CH:7][N:8]=1. (4) Given the reactants [CH3:1][O:2][C:3](=[O:29])[N:4]=[C:5]([S:27][CH3:28])[C:6](=[N:18][C:19]1[CH:24]=[CH:23][C:22]([C:25]#[N:26])=[CH:21][CH:20]=1)[C:7]1[CH:12]=[C:11]([O:13][CH3:14])[CH:10]=[C:9](OC)[C:8]=1[F:17].FC1C=C(OC)C(OC)=CC=1[CH:33]=[O:34], predict the reaction product. The product is: [CH3:1][O:2][C:3](=[O:29])[N:4]=[C:5]([S:27][CH3:28])[C:6](=[N:18][C:19]1[CH:24]=[CH:23][C:22]([C:25]#[N:26])=[CH:21][CH:20]=1)[C:7]1[CH:12]=[C:11]([O:13][CH3:14])[C:10]([O:34][CH3:33])=[CH:9][C:8]=1[F:17]. (5) Given the reactants [CH3:1][N:2]1[C:10]2[C:9]3=[C:11]([S:18]([CH3:21])(=[O:20])=[O:19])[S:12][C:13]([S:14](Cl)(=[O:16])=[O:15])=[C:8]3[CH2:7][CH2:6][C:5]=2[CH:4]=[N:3]1.[NH3:22], predict the reaction product. The product is: [CH3:1][N:2]1[C:10]2[C:9]3=[C:11]([S:18]([CH3:21])(=[O:20])=[O:19])[S:12][C:13]([S:14]([NH2:22])(=[O:16])=[O:15])=[C:8]3[CH2:7][CH2:6][C:5]=2[CH:4]=[N:3]1. (6) The product is: [CH3:20][C:18]1[O:17][N:16]=[C:15]([C:11]2[CH:10]=[C:9]([C@H:8]([NH:21][CH3:22])[CH2:7][N:4]3[CH2:5][CH2:6][C@H:2]([OH:1])[CH2:3]3)[CH:14]=[CH:13][CH:12]=2)[N:19]=1. Given the reactants [OH:1][C@H:2]1[CH2:6][CH2:5][N:4]([CH2:7][C@@H:8]([N:21](C)[C:22](=O)OCC2C=CC=CC=2)[C:9]2[CH:14]=[CH:13][CH:12]=[C:11]([C:15]3[N:19]=[C:18]([CH3:20])[O:17][N:16]=3)[CH:10]=2)[CH2:3]1, predict the reaction product.